This data is from Forward reaction prediction with 1.9M reactions from USPTO patents (1976-2016). The task is: Predict the product of the given reaction. (1) Given the reactants [CH3:1]C(C)([O-])C.[K+].[CH3:7][CH:8]1[C:11](=O)[CH2:10][N:9]1[C:13]([O:15][C:16]([CH3:19])([CH3:18])[CH3:17])=[O:14].O, predict the reaction product. The product is: [CH3:7][CH:8]1[C:11](=[CH2:1])[CH2:10][N:9]1[C:13]([O:15][C:16]([CH3:19])([CH3:18])[CH3:17])=[O:14]. (2) Given the reactants [Cl:1][C:2]1[C:7]([F:8])=[CH:6][C:5]([C:9]([NH2:11])=[NH:10])=[C:4]([F:12])[CH:3]=1.O=[C:14]1[CH2:18][S:17][CH2:16][CH:15]1[C:19](OCC)=[O:20].C[O-].[Na+], predict the reaction product. The product is: [Cl:1][C:2]1[C:7]([F:8])=[CH:6][C:5]([C:9]2[NH:11][C:14]3[CH2:18][S:17][CH2:16][C:15]=3[C:19](=[O:20])[N:10]=2)=[C:4]([F:12])[CH:3]=1.